This data is from Reaction yield outcomes from USPTO patents with 853,638 reactions. The task is: Predict the reaction yield, written as a fraction of the theoretical maximum amount of product (1.0 means a 100% yield; for example, 0.34 means a 34% yield). (1) The product is [CH2:18]([O:17][C:15]([N:3]1[CH2:8][CH2:7][N:6]([C:15]([O:17][CH2:18][C:19]2[CH:24]=[CH:23][CH:22]=[CH:21][CH:20]=2)=[O:12])[CH2:5][CH:4]1[C:9]([OH:11])=[O:10])=[O:16])[C:19]1[CH:24]=[CH:23][CH:22]=[CH:21][CH:20]=1. The catalyst is O.O1CCOCC1. The reactants are Cl.Cl.[NH:3]1[CH2:8][CH2:7][NH:6][CH2:5][CH:4]1[C:9]([OH:11])=[O:10].[OH-:12].[Na+].Cl[C:15]([O:17][CH2:18][C:19]1[CH:24]=[CH:23][CH:22]=[CH:21][CH:20]=1)=[O:16]. The yield is 0.960. (2) The reactants are C1([SiH3])C=CC=CC=1.[NH2:8][C:9]1[C:23]([C:24]([O:26]CC=C)=[O:25])=[C:12]2[N:13]=[C:14]([O:17][CH2:18][CH2:19][N:20]([CH3:22])[CH3:21])[CH:15]=[CH:16][N:11]2[N:10]=1.CCOCC. The catalyst is C(Cl)Cl.C1(P(C2C=CC=CC=2)C2C=CC=CC=2)C=CC=CC=1.[Pd]. The product is [NH2:8][C:9]1[C:23]([C:24]([OH:26])=[O:25])=[C:12]2[N:13]=[C:14]([O:17][CH2:18][CH2:19][N:20]([CH3:22])[CH3:21])[CH:15]=[CH:16][N:11]2[N:10]=1. The yield is 0.670. (3) The catalyst is C(OC(C)C)(=O)C. The yield is 0.847. The product is [C:1]([OH:8])(=[O:7])/[CH:2]=[CH:3]\[C:4]([OH:6])=[O:5].[N:9]1[CH:14]=[CH:13][CH:12]=[C:11]([CH2:15][C@H:16]2[C@H:21]([NH:22][C:23]([C:25]3[O:26][C:27]4[CH:33]=[CH:32][CH:31]=[CH:30][C:28]=4[CH:29]=3)=[O:24])[CH:20]3[CH2:34][CH2:35][N:17]2[CH2:18][CH2:19]3)[CH:10]=1. The reactants are [C:1]([OH:8])(=[O:7])/[CH:2]=[CH:3]\[C:4]([OH:6])=[O:5].[N:9]1[CH:14]=[CH:13][CH:12]=[C:11]([CH2:15][C@H:16]2[C@H:21]([NH:22][C:23]([C:25]3[O:26][C:27]4[CH:33]=[CH:32][CH:31]=[CH:30][C:28]=4[CH:29]=3)=[O:24])[CH:20]3[CH2:34][CH2:35][N:17]2[CH2:18][CH2:19]3)[CH:10]=1.C(O)(C)C. (4) The reactants are [CH3:1][C:2]1([C:17]2[CH:18]=[C:19]([NH:23][S:24]([CH3:27])(=[O:26])=[O:25])[CH:20]=[CH:21][CH:22]=2)[CH:7]2[CH:3]1[CH2:4][N:5]([CH2:8][CH2:9][CH2:10][C:11]1[CH:16]=[CH:15][CH:14]=[CH:13][CH:12]=1)[CH2:6]2.[C:28]1([S:34]([OH:37])(=[O:36])=[O:35])[CH:33]=[CH:32][CH:31]=[CH:30][CH:29]=1. The catalyst is CC(=O)CC. The product is [C:28]1([S:34]([OH:37])(=[O:36])=[O:35])[CH:33]=[CH:32][CH:31]=[CH:30][CH:29]=1.[CH3:1][C:2]1([C:17]2[CH:18]=[C:19]([NH:23][S:24]([CH3:27])(=[O:26])=[O:25])[CH:20]=[CH:21][CH:22]=2)[CH:7]2[CH:3]1[CH2:4][N:5]([CH2:8][CH2:9][CH2:10][C:11]1[CH:16]=[CH:15][CH:14]=[CH:13][CH:12]=1)[CH2:6]2. The yield is 0.970. (5) The reactants are Br[C:2]1[C:11]2[C:6](=[CH:7][CH:8]=[CH:9][CH:10]=2)[CH:5]=[CH:4][CH:3]=1.[CH:12]1[C:24]2[NH:23][C:22]3[C:17](=[CH:18][CH:19]=[CH:20][CH:21]=3)[C:16]=2[CH:15]=[CH:14][CH:13]=1.C(=O)([O-])[O-].[K+].[K+].C1OCCOCCOCCOCCOCCOC1. The catalyst is [Cu](I)I.C1OCCOCCOCCOCCOCCOC1.C1(C)C=CC=CC=1.CN1CCCN(C)C1=O. The product is [C:2]1([N:23]2[C:24]3[CH:12]=[CH:13][CH:14]=[CH:15][C:16]=3[C:17]3[C:22]2=[CH:21][CH:20]=[CH:19][CH:18]=3)[C:11]2[C:6](=[CH:7][CH:8]=[CH:9][CH:10]=2)[CH:5]=[CH:4][CH:3]=1. The yield is 0.750. (6) The reactants are [CH3:1][C:2]1[C:16](=[O:17])[N:15]=[C:14]2[N:4]([C@@H:5]3[O:9][C@H:8]([CH2:10][OH:11])[C@@H:7]([OH:12])[C@@H:6]3[O:13]2)[CH:3]=1.[CH3:18][O:19][CH2:20][CH2:21][O:22]B([O:22][CH2:21][CH2:20][O:19][CH3:18])[O:22][CH2:21][CH2:20][O:19][CH3:18]. The catalyst is COCCO. The product is [CH3:18][O:19][CH2:20][CH2:21][O:22][C@@H:6]1[C@H:7]([OH:12])[C@@H:8]([CH2:10][OH:11])[O:9][C@H:5]1[N:4]1[CH:3]=[C:2]([CH3:1])[C:16](=[O:17])[NH:15][C:14]1=[O:13]. The yield is 0.630. (7) The reactants are N([C:6]([O:8][C:9]([CH3:12])(C)C)=[O:7])CC(O)=O.[CH3:13]N1CCOCC1.C(OC(Cl)=O)C(C)C.N1[CH2:37][CH2:36][CH2:34][C@H:33]1[C:38](N[C@H:33]([C:38](O)=O)[C@H:34]([CH2:36][CH3:37])C)=O.Cl. The catalyst is O1CCCC1.O. The product is [C:6]([O:8][CH2:9][CH3:12])(=[O:7])[CH3:13].[CH3:38][CH2:33][CH2:34][CH2:36][CH3:37]. The yield is 0.850. (8) The reactants are Br[C:2]1[N:7]=[C:6]([NH:8][CH2:9][C:10]2[CH:15]=[CH:14][C:13]([O:16][CH3:17])=[CH:12][CH:11]=2)[CH:5]=[N:4][CH:3]=1.C([Sn](CCCC)(CCCC)[C:23]1[N:28]=[CH:27][C:26]2[CH:29]=[N:30][N:31]([C:32]3[CH:37]=[CH:36][CH:35]=[C:34]([F:38])[N:33]=3)[C:25]=2[CH:24]=1)CCC.C1(P(C2CCCCC2)C2CCCCC2)CCCCC1. The catalyst is CN(C)C(=O)C.C1C=CC(/C=C/C(/C=C/C2C=CC=CC=2)=O)=CC=1.C1C=CC(/C=C/C(/C=C/C2C=CC=CC=2)=O)=CC=1.C1C=CC(/C=C/C(/C=C/C2C=CC=CC=2)=O)=CC=1.[Pd].[Pd]. The product is [F:38][C:34]1[N:33]=[C:32]([N:31]2[C:25]3[CH:24]=[C:23]([C:2]4[N:7]=[C:6]([NH:8][CH2:9][C:10]5[CH:15]=[CH:14][C:13]([O:16][CH3:17])=[CH:12][CH:11]=5)[CH:5]=[N:4][CH:3]=4)[N:28]=[CH:27][C:26]=3[CH:29]=[N:30]2)[CH:37]=[CH:36][CH:35]=1. The yield is 0.480. (9) The reactants are [N:1]1([C:15]([O:17][CH2:18][C:19]2[CH:24]=[CH:23][CH:22]=[CH:21][CH:20]=2)=[O:16])[CH2:4][CH2:3][CH:2]1[C:5]([O:7][CH2:8][C:9]1[CH:14]=[CH:13][CH:12]=[CH:11][CH:10]=1)=[O:6].IC.[CH3:27][Si]([N-][Si](C)(C)C)(C)C.[Na+].N. The product is [CH3:27][C:2]1([C:5]([O:7][CH2:8][C:9]2[CH:14]=[CH:13][CH:12]=[CH:11][CH:10]=2)=[O:6])[CH2:3][CH2:4][N:1]1[C:15]([O:17][CH2:18][C:19]1[CH:24]=[CH:23][CH:22]=[CH:21][CH:20]=1)=[O:16]. The yield is 0.770. The catalyst is C1COCC1. (10) The reactants are [CH3:1][O:2][C:3]([C:5]1[CH:6]=[C:7]2[C:12](=[CH:13][CH:14]=1)[NH:11][CH:10]([C:15]1[CH:20]=[C:19]([F:21])[CH:18]=[C:17](Br)[CH:16]=1)[C:9]([CH3:24])([CH3:23])[CH2:8]2)=[O:4].[CH:25]([N:28]1[CH2:33][CH2:32][NH:31][CH2:30][CH2:29]1)([CH3:27])[CH3:26].N1CCC[C@H:35]1C(O)=O.[OH-].[K+].[Cl-].[NH4+]. The catalyst is CS(C)=O.[Cu+]. The product is [CH2:1]([O:2][C:3]([C:5]1[CH:6]=[C:7]2[C:12](=[CH:13][CH:14]=1)[NH:11][CH:10]([C:15]1[CH:16]=[C:17]([N:31]3[CH2:32][CH2:33][N:28]([CH:25]([CH3:27])[CH3:26])[CH2:29][CH2:30]3)[CH:18]=[C:19]([F:21])[CH:20]=1)[C:9]([CH3:24])([CH3:23])[CH2:8]2)=[O:4])[CH3:35]. The yield is 0.600.